From a dataset of Full USPTO retrosynthesis dataset with 1.9M reactions from patents (1976-2016). Predict the reactants needed to synthesize the given product. (1) Given the product [Br:21][C:22]1[CH:27]=[N:26][C:25]2[C:28]3[C:29]([O:38][CH3:39])=[CH:30][C:31]([C:32]([O:34][CH3:35])=[O:33])=[CH:36][C:37]=3[NH:40][C:24]=2[CH:23]=1, predict the reactants needed to synthesize it. The reactants are: BrC1C=NC2C3C=CC(CC(OCC)=O)=CC=3NC=2C=1.[Br:21][C:22]1[CH:23]=[C:24]([N+:40]([O-])=O)[C:25]([C:28]2[CH:37]=[CH:36][C:31]([C:32]([O:34][CH3:35])=[O:33])=[CH:30][C:29]=2[O:38][CH3:39])=[N:26][CH:27]=1.CCN(CCOC1C=CC(CC2C=CC=CC=2)=CC=1)CC.Cl. (2) Given the product [ClH:27].[F:1][C:2]1[CH:7]=[CH:6][CH:5]=[CH:4][C:3]=1[CH2:8][O:9][C:10]1[CH:15]=[CH:14][C:13]([C@@H:16]2[NH:20][C@:19]([CH2:25][OH:26])([C:21]([NH:23][CH3:24])=[O:22])[CH2:18][CH2:17]2)=[CH:12][CH:11]=1.[F:1][C:2]1[CH:7]=[CH:6][CH:5]=[CH:4][C:3]=1[CH2:8][O:9][C:10]1[CH:15]=[CH:14][C:13]([C@@H:16]2[NH:20][C@:19]([CH2:25][OH:26])([C:21]([NH:23][CH3:24])=[O:22])[CH2:18][CH2:17]2)=[CH:12][CH:11]=1, predict the reactants needed to synthesize it. The reactants are: [F:1][C:2]1[CH:7]=[CH:6][CH:5]=[CH:4][C:3]=1[CH2:8][O:9][C:10]1[CH:15]=[CH:14][C:13]([C@@H:16]2[NH:20][C@:19]([CH2:25][OH:26])([C:21]([NH:23][CH3:24])=[O:22])[CH2:18][CH2:17]2)=[CH:12][CH:11]=1.[ClH:27]. (3) Given the product [CH3:21][C:4]1([C:15]([O:17][CH2:18][CH3:19])=[O:16])[CH2:3][C:2]([CH3:20])([CH3:1])[CH2:6][N:5]1[C:8]([O:10][C:11]([CH3:14])([CH3:13])[CH3:12])=[O:9], predict the reactants needed to synthesize it. The reactants are: [CH3:1][C:2]1([CH3:20])[C:6](=O)[N:5]([C:8]([O:10][C:11]([CH3:14])([CH3:13])[CH3:12])=[O:9])[C@H:4]([C:15]([O:17][CH2:18][CH3:19])=[O:16])[CH2:3]1.[CH3:21][Si](C)(C)[N-][Si](C)(C)C.[Li+].IC. (4) Given the product [Br:1][C:2]1[CH:3]=[CH:4][CH:5]=[C:6]([CH2:8][CH2:9][O:10][CH:12]2[CH2:13][CH2:14][CH2:15][CH2:16][O:11]2)[N:7]=1, predict the reactants needed to synthesize it. The reactants are: [Br:1][C:2]1[N:7]=[C:6]([CH2:8][CH2:9][OH:10])[CH:5]=[CH:4][CH:3]=1.[O:11]1[CH:16]=[CH:15][CH2:14][CH2:13][CH2:12]1.